Dataset: Clinical trial toxicity outcomes and FDA approval status for drugs. Task: Regression/Classification. Given a drug SMILES string, predict its toxicity properties. Task type varies by dataset: regression for continuous values (e.g., LD50, hERG inhibition percentage) or binary classification for toxic/non-toxic outcomes (e.g., AMES mutagenicity, cardiotoxicity, hepatotoxicity). Dataset: clintox. (1) The compound is COC(=O)[C@H](c1ccccc1)[C@H]1CCCC[NH2+]1. The result is 0 (passed clinical trial). (2) The compound is CC1(C)O[C@@H]2C[C@H]3[C@@H]4C[C@H](F)C5=CC(=O)C=C[C@]5(C)[C@H]4[C@@H](O)C[C@]3(C)[C@]2(C(=O)CO)O1. The result is 0 (passed clinical trial). (3) The molecule is COc1cc(C[C@H]2c3c(cc(OC)c(OC)c3OC)CC[N+]2(C)CCCOC(=O)CCC(=O)OCCC[N+]2(C)CCc3cc(OC)c(OC)c(OC)c3[C@H]2Cc2cc(OC)c(OC)c(OC)c2)cc(OC)c1OC. The result is 0 (passed clinical trial). (4) The molecule is CC(=O)S[C@@H]1CC2=CC(=O)CC[C@]2(C)[C@H]2CC[C@@]3(C)[C@@H](CC[C@@]34CCC(=O)O4)[C@@H]21. The result is 0 (passed clinical trial). (5) The drug is COc1ccc2c3c1O[C@H]1C[C@@H](O)C=C[C@@]31CCN(C)C2. The result is 1 (failed clinical trial for toxicity). (6) The compound is Cc1nccn1CC1CCc2c(c3ccccc3n2C)C1=O. The result is 0 (passed clinical trial). (7) The drug is COCCO. The result is 0 (passed clinical trial).